From a dataset of Full USPTO retrosynthesis dataset with 1.9M reactions from patents (1976-2016). Predict the reactants needed to synthesize the given product. (1) The reactants are: [N+:1]([C:4]1[CH:12]=[C:11]2[C:7]([CH:8]=[CH:9][NH:10]2)=[CH:6][CH:5]=1)([O-:3])=[O:2].C(=O)([O-])[O-].[Cs+].[Cs+].[CH2:19]([O:21][C:22](=[O:30])[C:23]1[CH:28]=[CH:27][C:26](F)=[CH:25][CH:24]=1)[CH3:20].O. Given the product [CH2:19]([O:21][C:22](=[O:30])[C:23]1[CH:28]=[CH:27][C:26]([N:10]2[C:11]3[C:7](=[CH:6][CH:5]=[C:4]([N+:1]([O-:3])=[O:2])[CH:12]=3)[CH:8]=[CH:9]2)=[CH:25][CH:24]=1)[CH3:20], predict the reactants needed to synthesize it. (2) Given the product [CH2:1]([C:3]1[C:7]2[C:8]([O:12][C:13]3[N:18]=[CH:17][C:16]([NH:19][C:29]([C@H:28]([NH:27][C:25](=[O:26])[O:24][C:21]([CH3:23])([CH3:22])[CH3:20])[CH2:32][CH3:33])=[O:30])=[CH:15][CH:14]=3)=[CH:9][CH:10]=[CH:11][C:6]=2[O:5][N:4]=1)[CH3:2], predict the reactants needed to synthesize it. The reactants are: [CH2:1]([C:3]1[C:7]2[C:8]([O:12][C:13]3[N:18]=[CH:17][C:16]([NH2:19])=[CH:15][CH:14]=3)=[CH:9][CH:10]=[CH:11][C:6]=2[O:5][N:4]=1)[CH3:2].[CH3:20][C:21]([O:24][C:25]([NH:27][C@H:28]([CH2:32][CH3:33])[C:29](O)=[O:30])=[O:26])([CH3:23])[CH3:22].CCN(C(C)C)C(C)C.CN(C(ON1N=NC2C=CC=NC1=2)=[N+](C)C)C.F[P-](F)(F)(F)(F)F. (3) Given the product [Cl:12][C:4]1[C:5]([O:10][CH3:11])=[CH:6][C:7]([O:8][CH3:9])=[C:2]([Cl:1])[C:3]=1[C:13]1[N:18]=[CH:17][C:16]2[C:19]([C:22]3[CH:23]=[N:24][N:25]([CH2:27][C:28]([NH:38][CH:35]4[CH2:36][CH2:37][N:32]([CH3:31])[CH2:33][CH2:34]4)=[O:29])[CH:26]=3)=[N:20][NH:21][C:15]=2[CH:14]=1, predict the reactants needed to synthesize it. The reactants are: [Cl:1][C:2]1[C:7]([O:8][CH3:9])=[CH:6][C:5]([O:10][CH3:11])=[C:4]([Cl:12])[C:3]=1[C:13]1[N:18]=[CH:17][C:16]2[C:19]([C:22]3[CH:23]=[N:24][N:25]([CH2:27][C:28](O)=[O:29])[CH:26]=3)=[N:20][NH:21][C:15]=2[CH:14]=1.[CH3:31][N:32]1[CH2:37][CH2:36][CH:35]([NH2:38])[CH2:34][CH2:33]1. (4) Given the product [C:82]([O:81][C:79]([N:64]1[C:65]2[C:70](=[CH:69][C:68]([CH2:72][N:73]3[CH2:74][CH2:75][CH2:76][CH2:77][CH2:78]3)=[CH:67][CH:66]=2)[CH:71]=[C:63]1[C:60]1[CH:61]=[CH:62][CH:54]=[C:55]2[C:59]=1[C:58](=[O:86])[NH:57][CH2:56]2)=[O:80])([CH3:85])([CH3:83])[CH3:84], predict the reactants needed to synthesize it. The reactants are: IC1C=CC(C)=C2C=1C(=O)NC2.NC1C=CC=C2C=1C(=O)NC2.C1(C)C=CC=CC=1P(C1C=CC=CC=1C)C1C=CC=CC=1C.C(N(CC)CC)C.C[C:54]1[CH:62]=[CH:61][C:60]([C:63]2[N:64]([C:79]([O:81][C:82]([CH3:85])([CH3:84])[CH3:83])=[O:80])[C:65]3[C:70]([CH:71]=2)=[CH:69][C:68]([CH2:72][N:73]2[CH2:78][CH2:77][CH2:76][CH2:75][CH2:74]2)=[CH:67][CH:66]=3)=[C:59]2[C:55]=1[CH2:56][NH:57][C:58]2=[O:86]. (5) Given the product [F:1][C:2]1[CH:3]=[C:4]([N:16]2[C:24]3[CH:23]=[CH:22][CH:21]=[C:20]([OH:25])[C:19]=3[CH:18]=[N:17]2)[CH:5]=[CH:6][C:7]=1[OH:8], predict the reactants needed to synthesize it. The reactants are: [F:1][C:2]1[CH:3]=[C:4]([N:16]2[C:24]3[CH:23]=[CH:22][CH:21]=[C:20]([OH:25])[C:19]=3[CH:18]=[N:17]2)[CH:5]=[CH:6][C:7]=1[O:8]CC1C=CC=CC=1. (6) Given the product [C:1]1([C:7]2[CH:8]=[CH:9][CH:10]=[CH:11][CH:12]=2)[C:6]([C:16]([NH2:14])=[O:20])=[CH:5][CH:4]=[CH:3][CH:2]=1, predict the reactants needed to synthesize it. The reactants are: [C:1]1([C:7]2[CH:12]=[CH:11][CH:10]=[CH:9][CH:8]=2)[CH:6]=[CH:5][CH:4]=[CH:3][CH:2]=1.C[N:14]([C:16]([O:20]N1N=NC2C=CC=CC1=2)=[N+](C)C)C.F[P-](F)(F)(F)(F)F.CN(C)C[C@@H](N)CC1SC=CC=1. (7) Given the product [C:16]([O:24][CH2:25][C:26]1[CH:31]=[C:30]([CH2:32][O:13][C:9]2[CH:10]=[CH:11][CH:12]=[C:7](/[C:3](/[CH2:1][CH3:2])=[CH:4]/[C:5]#[CH:6])[CH:8]=2)[CH:29]=[CH:28][C:27]=1[CH2:34][O:35][C:36](=[O:43])[C:37]1[CH:38]=[CH:39][CH:40]=[CH:41][CH:42]=1)(=[O:23])[C:17]1[CH:18]=[CH:19][CH:20]=[CH:21][CH:22]=1, predict the reactants needed to synthesize it. The reactants are: [CH2:1](/[C:3](/[C:7]1[CH:8]=[C:9]([OH:13])[CH:10]=[CH:11][CH:12]=1)=[CH:4]\[C:5]#[CH:6])[CH3:2].[H-].[Na+].[C:16]([O:24][CH2:25][C:26]1[CH:31]=[C:30]([CH2:32]Br)[CH:29]=[CH:28][C:27]=1[CH2:34][O:35][C:36](=[O:43])[C:37]1[CH:42]=[CH:41][CH:40]=[CH:39][CH:38]=1)(=[O:23])[C:17]1[CH:22]=[CH:21][CH:20]=[CH:19][CH:18]=1. (8) Given the product [Cl:1][C:2]1[CH:7]=[CH:6][C:5]([C:8]2([F:14])[CH2:10][CH:9]2[C:11]([N:38]=[N:37]#[N:36])=[O:12])=[CH:4][CH:3]=1, predict the reactants needed to synthesize it. The reactants are: [Cl:1][C:2]1[CH:7]=[CH:6][C:5]([C:8]2([F:14])[CH2:10][CH:9]2[C:11](O)=[O:12])=[CH:4][CH:3]=1.C(N(CC)CC)C.C1C=CC(P([N:36]=[N+:37]=[N-:38])(C2C=CC=CC=2)=O)=CC=1. (9) Given the product [C:21]([O:25][C:26](=[O:42])[NH:27][CH:28]([C:29]1[CH:30]=[CH:31][CH:32]=[C:33]([O:20][CH2:19][C:15]2[CH:14]=[C:13]([C:10]3[CH:9]=[CH:8][C:7]([CH2:6][CH:2]4[O:3][CH2:4][CH2:5][O:1]4)=[CH:12][CH:11]=3)[CH:18]=[CH:17][CH:16]=2)[CH:34]=1)[C:44]1[CH:45]=[CH:46][CH:55]=[CH:56][CH:57]=1)([CH3:22])([CH3:23])[CH3:24], predict the reactants needed to synthesize it. The reactants are: [O:1]1[CH2:5][CH2:4][O:3][CH:2]1[CH2:6][C:7]1[CH:12]=[CH:11][C:10]([C:13]2[CH:18]=[CH:17][CH:16]=[C:15]([CH2:19][OH:20])[CH:14]=2)=[CH:9][CH:8]=1.[C:21]([O:25][C:26](=[O:42])[N:27](C1C=CC=C(O)C=1)[CH2:28][C:29]1[CH:34]=[CH:33][CH:32]=[CH:31][CH:30]=1)([CH3:24])([CH3:23])[CH3:22].O[C:44]1[CH:45]=[C:46]([CH:55]=[CH:56][CH:57]=1)C([C:44]1[CH:57]=[CH:56][CH:55]=[CH:46][CH:45]=1)=O.